This data is from Peptide-MHC class I binding affinity with 185,985 pairs from IEDB/IMGT. The task is: Regression. Given a peptide amino acid sequence and an MHC pseudo amino acid sequence, predict their binding affinity value. This is MHC class I binding data. (1) The peptide sequence is SGSGHTTNFA. The MHC is Patr-A0301 with pseudo-sequence Patr-A0301. The binding affinity (normalized) is 0.152. (2) The peptide sequence is DTKCKNNYF. The MHC is HLA-B27:05 with pseudo-sequence HLA-B27:05. The binding affinity (normalized) is 0.0847. (3) The peptide sequence is AFEFINSLLK. The MHC is HLA-B35:01 with pseudo-sequence HLA-B35:01. The binding affinity (normalized) is 0. (4) The peptide sequence is FLAPDTRAV. The MHC is HLA-A68:02 with pseudo-sequence HLA-A68:02. The binding affinity (normalized) is 0.594. (5) The binding affinity (normalized) is 0.868. The MHC is HLA-A02:01 with pseudo-sequence HLA-A02:01. The peptide sequence is FMDGTMSQV. (6) The peptide sequence is TSCAPMMQK. The MHC is HLA-B51:01 with pseudo-sequence HLA-B51:01. The binding affinity (normalized) is 0.0847. (7) The peptide sequence is IFHFFLFLL. The MHC is HLA-A24:02 with pseudo-sequence HLA-A24:02. The binding affinity (normalized) is 0.507.